Dataset: NCI-60 drug combinations with 297,098 pairs across 59 cell lines. Task: Regression. Given two drug SMILES strings and cell line genomic features, predict the synergy score measuring deviation from expected non-interaction effect. (1) Drug 2: CC1C(C(CC(O1)OC2CC(CC3=C2C(=C4C(=C3O)C(=O)C5=C(C4=O)C(=CC=C5)OC)O)(C(=O)CO)O)N)O.Cl. Cell line: ACHN. Synergy scores: CSS=53.1, Synergy_ZIP=-5.38, Synergy_Bliss=-7.63, Synergy_Loewe=-3.22, Synergy_HSA=-1.85. Drug 1: CC1C(C(CC(O1)OC2CC(CC3=C2C(=C4C(=C3O)C(=O)C5=CC=CC=C5C4=O)O)(C(=O)C)O)N)O. (2) Drug 1: C1=CC(=CC=C1CCC2=CNC3=C2C(=O)NC(=N3)N)C(=O)NC(CCC(=O)O)C(=O)O. Drug 2: C1CN1P(=S)(N2CC2)N3CC3. Cell line: OVCAR-5. Synergy scores: CSS=14.3, Synergy_ZIP=-6.45, Synergy_Bliss=-5.88, Synergy_Loewe=-14.7, Synergy_HSA=-2.96. (3) Drug 1: C1CN1P(=S)(N2CC2)N3CC3. Drug 2: C(CCl)NC(=O)N(CCCl)N=O. Cell line: HCT-15. Synergy scores: CSS=19.7, Synergy_ZIP=-11.3, Synergy_Bliss=-14.7, Synergy_Loewe=-14.0, Synergy_HSA=-11.2. (4) Drug 1: CC12CCC(CC1=CCC3C2CCC4(C3CC=C4C5=CN=CC=C5)C)O. Drug 2: CCCCC(=O)OCC(=O)C1(CC(C2=C(C1)C(=C3C(=C2O)C(=O)C4=C(C3=O)C=CC=C4OC)O)OC5CC(C(C(O5)C)O)NC(=O)C(F)(F)F)O. Cell line: SR. Synergy scores: CSS=59.4, Synergy_ZIP=10.5, Synergy_Bliss=14.1, Synergy_Loewe=5.42, Synergy_HSA=16.3. (5) Drug 1: C1C(C(OC1N2C=NC3=C(N=C(N=C32)Cl)N)CO)O. Drug 2: N.N.Cl[Pt+2]Cl. Cell line: HOP-92. Synergy scores: CSS=66.0, Synergy_ZIP=-10.3, Synergy_Bliss=-5.88, Synergy_Loewe=-2.61, Synergy_HSA=0.0221. (6) Drug 1: C1=NNC2=C1C(=O)NC=N2. Drug 2: C1CN(P(=O)(OC1)NCCCl)CCCl. Cell line: K-562. Synergy scores: CSS=4.41, Synergy_ZIP=-1.67, Synergy_Bliss=0.465, Synergy_Loewe=4.04, Synergy_HSA=-0.355. (7) Drug 1: CC1=C2C(C(=O)C3(C(CC4C(C3C(C(C2(C)C)(CC1OC(=O)C(C(C5=CC=CC=C5)NC(=O)OC(C)(C)C)O)O)OC(=O)C6=CC=CC=C6)(CO4)OC(=O)C)O)C)O. Drug 2: CCC1=C2CN3C(=CC4=C(C3=O)COC(=O)C4(CC)O)C2=NC5=C1C=C(C=C5)O. Cell line: K-562. Synergy scores: CSS=12.4, Synergy_ZIP=-0.814, Synergy_Bliss=4.03, Synergy_Loewe=-22.3, Synergy_HSA=-0.729. (8) Drug 1: C1CCC(CC1)NC(=O)N(CCCl)N=O. Drug 2: CN(C)C1=NC(=NC(=N1)N(C)C)N(C)C. Cell line: LOX IMVI. Synergy scores: CSS=48.3, Synergy_ZIP=4.71, Synergy_Bliss=5.68, Synergy_Loewe=-9.87, Synergy_HSA=8.39. (9) Drug 1: CC1=C(C=C(C=C1)C(=O)NC2=CC(=CC(=C2)C(F)(F)F)N3C=C(N=C3)C)NC4=NC=CC(=N4)C5=CN=CC=C5. Drug 2: COC1=C2C(=CC3=C1OC=C3)C=CC(=O)O2. Cell line: BT-549. Synergy scores: CSS=-7.69, Synergy_ZIP=0.247, Synergy_Bliss=-0.522, Synergy_Loewe=-5.03, Synergy_HSA=-4.98. (10) Drug 1: C1=NC2=C(N=C(N=C2N1C3C(C(C(O3)CO)O)O)F)N. Drug 2: CCCCCOC(=O)NC1=NC(=O)N(C=C1F)C2C(C(C(O2)C)O)O. Cell line: MCF7. Synergy scores: CSS=-0.716, Synergy_ZIP=1.98, Synergy_Bliss=3.14, Synergy_Loewe=0.146, Synergy_HSA=0.129.